This data is from Full USPTO retrosynthesis dataset with 1.9M reactions from patents (1976-2016). The task is: Predict the reactants needed to synthesize the given product. (1) Given the product [Cl:1][C:2]1[CH:3]=[C:4]([C:12]2[O:16][N:15]=[C:14]([C:17]3[C:27]4[O:26][CH2:25][CH2:24][N:23]([CH2:28][CH2:29][CH2:30][C:31]([OH:33])=[O:32])[CH2:22][C:21]=4[CH:20]=[CH:19][CH:18]=3)[N:13]=2)[CH:5]=[CH:6][C:7]=1[O:8][CH:9]([CH3:11])[CH3:10], predict the reactants needed to synthesize it. The reactants are: [Cl:1][C:2]1[CH:3]=[C:4]([C:12]2[O:16][N:15]=[C:14]([C:17]3[C:27]4[O:26][CH2:25][CH2:24][N:23]([CH2:28][CH2:29][CH2:30][C:31]([O:33]CC)=[O:32])[CH2:22][C:21]=4[CH:20]=[CH:19][CH:18]=3)[N:13]=2)[CH:5]=[CH:6][C:7]=1[O:8][CH:9]([CH3:11])[CH3:10].[OH-].[Na+]. (2) Given the product [CH3:22][CH2:21][O:20][C:18]([C:9]1[CH:8]=[C:7]([C:5]([OH:6])=[O:4])[CH:12]=[C:11]([NH:13][CH:14]2[CH2:15][CH2:16][CH2:17]2)[N:10]=1)=[O:19], predict the reactants needed to synthesize it. The reactants are: [OH-].[Li+].C[O:4][C:5]([C:7]1[CH:12]=[C:11]([NH:13][CH:14]2[CH2:17][CH2:16][CH2:15]2)[N:10]=[C:9]([C:18]([O:20][CH2:21][CH3:22])=[O:19])[CH:8]=1)=[O:6]. (3) The reactants are: [N:1]([CH2:4][CH:5]1[CH2:7][CH2:6]1)=[C:2]=[S:3].[C:8](#[N:10])[CH3:9].C[Si]([N-][Si](C)(C)C)(C)C.[Na+].BrC[N+:23]([O-:25])=[O:24].[CH2:26]1[CH2:30][O:29][CH2:28][CH2:27]1. Given the product [NH2:10][C:8]1[C:30]2[CH:26]=[CH:27][C:28](=[O:29])[N:1]([CH2:4][CH:5]3[CH2:7][CH2:6]3)[C:2]=2[S:3][C:9]=1[N+:23]([O-:25])=[O:24], predict the reactants needed to synthesize it.